This data is from Forward reaction prediction with 1.9M reactions from USPTO patents (1976-2016). The task is: Predict the product of the given reaction. (1) The product is: [F:12][C:13]1[CH:20]=[CH:19][C:16]([CH2:17][N:1]2[C:9]3[C:4](=[CH:5][CH:6]=[CH:7][CH:8]=3)[CH:3]=[CH:2]2)=[CH:15][CH:14]=1. Given the reactants [NH:1]1[C:9]2[C:4](=[CH:5][CH:6]=[CH:7][CH:8]=2)[CH:3]=[CH:2]1.[OH-].[K+].[F:12][C:13]1[CH:20]=[CH:19][C:16]([CH2:17]Br)=[CH:15][CH:14]=1.O, predict the reaction product. (2) The product is: [OH:1][C@H:2]1[C@@H:7]([OH:8])[C@H:6]([OH:9])[C@@H:5]([CH2:10][OH:11])[O:4][C@@H:3]1[C:12]1[CH:13]=[C:14]([CH:30]=[CH:31][CH:32]=1)[O:15][C:16]1[CH:21]=[C:20]([C:22]([OH:24])=[O:23])[CH:19]=[C:18]([CH:17]=1)[C:26]([OH:28])=[O:27]. Given the reactants [OH:1][C@H:2]1[C@@H:7]([OH:8])[C@H:6]([OH:9])[C@@H:5]([CH2:10][OH:11])[O:4][C@@H:3]1[C:12]1[CH:13]=[C:14]([CH:30]=[CH:31][CH:32]=1)[O:15][C:16]1[CH:17]=[C:18]([C:26]([O:28]C)=[O:27])[CH:19]=[C:20]([C:22]([O:24]C)=[O:23])[CH:21]=1.[Li+].[OH-].Cl, predict the reaction product. (3) Given the reactants [Si]([O:18][CH2:19][CH2:20][C@H:21]1[C:26]2[CH:27]=[CH:28][C:29]([CH2:31][N:32]3[CH2:36][CH2:35][O:34][C:33]3=[O:37])=[CH:30][C:25]=2[CH2:24][CH2:23][O:22]1)(C(C)(C)C)(C1C=CC=CC=1)C1C=CC=CC=1.[F-].C([N+](CCCC)(CCCC)CCCC)CCC, predict the reaction product. The product is: [OH:18][CH2:19][CH2:20][C@H:21]1[C:26]2[CH:27]=[CH:28][C:29]([CH2:31][N:32]3[CH2:36][CH2:35][O:34][C:33]3=[O:37])=[CH:30][C:25]=2[CH2:24][CH2:23][O:22]1. (4) Given the reactants [C:1]([C:3]1[CH:4]=[C:5]([CH:15]=[CH:16][CH:17]=1)[C:6]([NH:8][CH:9]1[CH:13](O)[CH2:12]NC1)=[O:7])#[N:2].Cl[C:19]1[C:24]([C:25]#[N:26])=[CH:23][CH:22]=[CH:21][N:20]=1.CC[N:29]([CH:33](C)C)C(C)C.CN(C=[O:40])C, predict the reaction product. The product is: [OH:40][C:24]1([C:25]#[N:26])[C:23]([N:29]2[CH2:33][CH2:12][CH2:13][CH:9]2[NH:8][C:6](=[O:7])[C:5]2[CH:15]=[CH:16][CH:17]=[C:3]([C:1]#[N:2])[CH:4]=2)=[CH:22][CH:21]=[N:20][CH2:19]1.